From a dataset of Reaction yield outcomes from USPTO patents with 853,638 reactions. Predict the reaction yield, written as a fraction of the theoretical maximum amount of product (1.0 means a 100% yield; for example, 0.34 means a 34% yield). (1) No catalyst specified. The product is [Cl:24][C:25]1[CH:26]=[CH:27][C:28]([CH2:29][CH2:30][N:31]2[CH2:36][CH2:35][N:34]([C:2]3[CH:3]=[CH:4][C:5]4[C:6]5[CH2:15][N:14]([C:16]([O:18][C:19]([CH3:22])([CH3:21])[CH3:20])=[O:17])[CH:13]([CH3:23])[CH2:12][C:7]=5[N:8]([CH3:11])[C:9]=4[CH:10]=3)[C:33](=[O:37])[CH2:32]2)=[CH:38][CH:39]=1. The reactants are Br[C:2]1[CH:3]=[CH:4][C:5]2[C:6]3[CH2:15][N:14]([C:16]([O:18][C:19]([CH3:22])([CH3:21])[CH3:20])=[O:17])[CH:13]([CH3:23])[CH2:12][C:7]=3[N:8]([CH3:11])[C:9]=2[CH:10]=1.[Cl:24][C:25]1[CH:39]=[CH:38][C:28]([CH2:29][CH2:30][N:31]2[CH2:36][CH2:35][NH:34][C:33](=[O:37])[CH2:32]2)=[CH:27][CH:26]=1. The yield is 0.590. (2) The reactants are [C:1]([C:4]1[CH:9]=[CH:8][C:7]([CH2:10][CH2:11][NH:12][C:13](=[O:15])[CH3:14])=[CH:6][CH:5]=1)(=[O:3])[CH3:2].CO.[Br-:18].[Br-].[Br-].C([N+](CCCC)(CCCC)CCCC)CCC.C([N+](CCCC)(CCCC)CCCC)CCC.C([N+](CCCC)(CCCC)CCCC)CCC. The catalyst is C(Cl)Cl. The product is [Br:18][CH2:2][C:1]([C:4]1[CH:9]=[CH:8][C:7]([CH2:10][CH2:11][NH:12][C:13](=[O:15])[CH3:14])=[CH:6][CH:5]=1)=[O:3]. The yield is 0.830.